This data is from Reaction yield outcomes from USPTO patents with 853,638 reactions. The task is: Predict the reaction yield, written as a fraction of the theoretical maximum amount of product (1.0 means a 100% yield; for example, 0.34 means a 34% yield). (1) The reactants are [Cl:1][C:2]1[CH:3]=[C:4]([S:8]([N:11]2[C:15]([C:16]3[CH:21]=[CH:20][CH:19]=[CH:18][CH:17]=3)=[C:14]([CH3:22])[C:13]([CH:23]=O)=[CH:12]2)(=[O:10])=[O:9])[CH:5]=[CH:6][CH:7]=1.[Cl-].C[NH3+].[C:28]([BH3-])#[N:29].[Na+]. The catalyst is CO. The product is [ClH:1].[Cl:1][C:2]1[CH:3]=[C:4]([S:8]([N:11]2[C:15]([C:16]3[CH:21]=[CH:20][CH:19]=[CH:18][CH:17]=3)=[C:14]([CH3:22])[C:13]([CH2:23][NH:29][CH3:28])=[CH:12]2)(=[O:10])=[O:9])[CH:5]=[CH:6][CH:7]=1. The yield is 0.240. (2) The reactants are [C:1]([O:5][C:6](=[O:27])[CH2:7][C@@H:8]([CH2:15]OS(C1C=CC(C)=CC=1)(=O)=O)[CH2:9][C@H:10]([CH3:14])[CH2:11][CH2:12][CH3:13])([CH3:4])([CH3:3])[CH3:2].[N-:28]=[N+:29]=[N-:30].[Na+]. The catalyst is CS(C)=O.O. The product is [C:1]([O:5][C:6](=[O:27])[CH2:7][C@@H:8]([CH2:15][N:28]=[N+:29]=[N-:30])[CH2:9][C@H:10]([CH3:14])[CH2:11][CH2:12][CH3:13])([CH3:4])([CH3:3])[CH3:2]. The yield is 0.790. (3) The reactants are Br[CH2:2][C:3]([C:5]1[CH:13]=[CH:12][C:8]([C:9]([OH:11])=[O:10])=[CH:7][CH:6]=1)=O.[N:14]1[CH:19]=[CH:18][CH:17]=[C:16]([NH:20][C:21]([NH2:23])=[S:22])[CH:15]=1. The yield is 0.740. The catalyst is C(O)C. The product is [N:14]1[CH:19]=[CH:18][CH:17]=[C:16]([NH:20][C:21]2[S:22][CH:2]=[C:3]([C:5]3[CH:13]=[CH:12][C:8]([C:9]([OH:11])=[O:10])=[CH:7][CH:6]=3)[N:23]=2)[CH:15]=1.